Dataset: Forward reaction prediction with 1.9M reactions from USPTO patents (1976-2016). Task: Predict the product of the given reaction. (1) Given the reactants [NH:1]1[CH2:6][CH2:5][CH:4]([CH:7]([CH2:11][S:12][C:13](=[O:15])[CH3:14])[C:8]([OH:10])=[O:9])[CH2:3][CH2:2]1.[CH3:16][C:17]([O:20][C:21]([NH:23][CH2:24][C:25](ON1C(=O)CCC1=O)=[O:26])=[O:22])([CH3:19])[CH3:18], predict the reaction product. The product is: [C:17]([O:20][C:21]([NH:23][CH2:24][C:25]([N:1]1[CH2:2][CH2:3][CH:4]([CH:7]([CH2:11][S:12][C:13](=[O:15])[CH3:14])[C:8]([OH:10])=[O:9])[CH2:5][CH2:6]1)=[O:26])=[O:22])([CH3:19])([CH3:18])[CH3:16]. (2) The product is: [CH2:5]1[C:4]2[C:3](=[CH:31][CH:23]=[CH:24][CH:25]=2)[CH2:2][CH:1]1[NH:6][C:7]1[C:12]([CH3:13])=[C:11]([CH3:14])[N:10]=[C:9]([NH:15][CH2:16][C:17]2[CH:22]=[CH:21][CH:20]=[CH:19][N:18]=2)[N:8]=1. Given the reactants [CH:1]1([NH:6][C:7]2[C:12]([CH3:13])=[C:11]([CH3:14])[N:10]=[C:9]([NH:15][CH2:16][C:17]3[CH:22]=[CH:21][CH:20]=[CH:19][N:18]=3)[N:8]=2)[CH2:5][CH2:4][CH2:3][CH2:2]1.[CH2:23]1[C:31]2C(=CC=CC=2)[CH2:25][CH:24]1N, predict the reaction product. (3) Given the reactants [C:1]([O:4][C:5]1[CH:6]=[C:7]([CH:11]=[C:12]([O:14][C:15](=[O:17])[CH3:16])[CH:13]=1)[C:8](O)=[O:9])(=[O:3])[CH3:2].CCOC(C)=O.CCCCCC.S(Cl)([Cl:32])=O, predict the reaction product. The product is: [C:1]([O:4][C:5]1[CH:6]=[C:7]([CH:11]=[C:12]([O:14][C:15](=[O:17])[CH3:16])[CH:13]=1)[C:8]([Cl:32])=[O:9])(=[O:3])[CH3:2]. (4) Given the reactants [NH2:1][C:2]1[C:3]([C:13]([O:15][CH3:16])=[O:14])=[CH:4][CH:5]=[C:6]2[C:11]=1[N:10]([CH3:12])[CH2:9][CH2:8][CH2:7]2.[Br:17]Br, predict the reaction product. The product is: [NH2:1][C:2]1[C:3]([C:13]([O:15][CH3:16])=[O:14])=[CH:4][C:5]([Br:17])=[C:6]2[C:11]=1[N:10]([CH3:12])[CH2:9][CH2:8][CH2:7]2.